Task: Regression. Given a peptide amino acid sequence and an MHC pseudo amino acid sequence, predict their binding affinity value. This is MHC class I binding data.. Dataset: Peptide-MHC class I binding affinity with 185,985 pairs from IEDB/IMGT The peptide sequence is AIFGQTGPK. The MHC is HLA-A03:01 with pseudo-sequence HLA-A03:01. The binding affinity (normalized) is 0.715.